The task is: Predict the reactants needed to synthesize the given product.. This data is from Full USPTO retrosynthesis dataset with 1.9M reactions from patents (1976-2016). (1) Given the product [S:1]1[C:5]2[CH:6]=[C:7]([NH:10][C:11]3[CH:19]=[C:18]([NH:20][CH:21]4[CH2:22][CH2:23][CH2:24][CH2:25]4)[C:14]([C:15]([NH:26][CH2:27][C@@H:28]([F:33])[C:29]([OH:31])([CH3:32])[CH3:30])=[O:17])=[CH:13][N:12]=3)[CH:8]=[CH:9][C:4]=2[N:3]=[CH:2]1, predict the reactants needed to synthesize it. The reactants are: [S:1]1[C:5]2[CH:6]=[C:7]([NH:10][C:11]3[CH:19]=[C:18]([NH:20][CH:21]4[CH2:25][CH2:24][CH2:23][CH2:22]4)[C:14]([C:15]([OH:17])=O)=[CH:13][N:12]=3)[CH:8]=[CH:9][C:4]=2[N:3]=[CH:2]1.[NH2:26][CH2:27][C@@H:28]([F:33])[C:29]([CH3:32])([OH:31])[CH3:30].C(O)(C(F)(F)F)=O. (2) Given the product [Br:12][C:8]1[C:9]([CH3:11])=[CH:10][C:2]([F:1])=[C:3]([CH:7]=1)[C:4]([OH:6])=[O:5], predict the reactants needed to synthesize it. The reactants are: [F:1][C:2]1[CH:10]=[C:9]([CH3:11])[CH:8]=[CH:7][C:3]=1[C:4]([OH:6])=[O:5].[Br:12]Br.S([O-])([O-])(=O)=S.[Na+].[Na+]. (3) Given the product [NH2:8][C@H:12]([CH2:13][CH2:14][C:15]1[CH:16]=[CH:17][C:18]([F:21])=[CH:19][CH:20]=1)[CH2:11][OH:10], predict the reactants needed to synthesize it. The reactants are: C(OC([N:8]1[C@H:12]([CH2:13][CH2:14][C:15]2[CH:20]=[CH:19][C:18]([F:21])=[CH:17][CH:16]=2)[CH2:11][O:10]C1(C)C)=O)(C)(C)C.Cl. (4) The reactants are: [Cl:1][C:2]1[CH:3]=[C:4]([CH2:8][C:9]([C:11]2[CH:16]=[CH:15][C:14]([Cl:17])=[CH:13][CH:12]=2)=[O:10])[CH:5]=[CH:6][CH:7]=1.[C:18]([O:23][CH3:24])(=[O:22])[C:19]([CH3:21])=[CH2:20].CC(C)([O-])C.[K+].O.C(O)(=O)CC(CC(O)=O)(C(O)=O)O.C(OC(C)C)(=O)C.[Cl-].[Na+]. Given the product [Cl:1][C:2]1[CH:3]=[C:4]([CH:8]([C:9]([C:11]2[CH:12]=[CH:13][C:14]([Cl:17])=[CH:15][CH:16]=2)=[O:10])[CH2:20][CH:19]([CH3:21])[C:18]([O:23][CH3:24])=[O:22])[CH:5]=[CH:6][CH:7]=1, predict the reactants needed to synthesize it. (5) Given the product [CH3:1][N:2]1[C:3]2[CH:8]=[C:7]([N+:9]([O-:11])=[O:10])[CH:6]=[CH:5][C:4]=2[N:12]=[C:15]1[C:14]([F:19])([F:18])[F:13], predict the reactants needed to synthesize it. The reactants are: [CH3:1][NH:2][C:3]1[C:4]([NH2:12])=[CH:5][CH:6]=[C:7]([N+:9]([O-:11])=[O:10])[CH:8]=1.[F:13][C:14]([F:19])([F:18])[C:15](O)=O.C(=O)(O)[O-]. (6) The reactants are: [NH2:1][C:2]1[C:3]([F:23])=[C:4]([C:10]([C:12]2[CH:13]=[C:14]3[C:19](=[CH:20][CH:21]=2)[N:18]=[CH:17][C:16]([Cl:22])=[N:15]3)=[O:11])[C:5]([F:9])=[C:6]([F:8])[CH:7]=1.[CH2:24]([S:27](Cl)(=[O:29])=[O:28])[CH2:25][CH3:26]. Given the product [Cl:22][C:16]1[CH:17]=[N:18][C:19]2[C:14]([N:15]=1)=[CH:13][C:12]([C:10]([C:4]1[C:3]([F:23])=[C:2]([N:1]([S:27]([CH2:24][CH2:25][CH3:26])(=[O:29])=[O:28])[S:27]([CH2:24][CH2:25][CH3:26])(=[O:29])=[O:28])[CH:7]=[C:6]([F:8])[C:5]=1[F:9])=[O:11])=[CH:21][CH:20]=2, predict the reactants needed to synthesize it.